From a dataset of Forward reaction prediction with 1.9M reactions from USPTO patents (1976-2016). Predict the product of the given reaction. (1) Given the reactants [F:1][C:2]1[CH:7]=[C:6]([F:8])[CH:5]=[CH:4][C:3]=1[N:9]1[C:18]2[C:13](=[CH:14][C:15]([F:20])=[C:16](F)[CH:17]=2)[C:12](=[O:21])[C:11]([C:22]([OH:24])=[O:23])=[CH:10]1.[CH3:25][O:26][N:27]=[C:28]1[C:32]2([CH2:35][N:34]([C:36]([O:38][C:39]([CH3:42])([CH3:41])[CH3:40])=[O:37])[CH2:33]2)[CH2:31][NH:30][CH2:29]1.C(#N)C, predict the reaction product. The product is: [C:39]([O:38][C:36]([N:34]1[CH2:35][C:32]2([C:28](=[N:27][O:26][CH3:25])[CH2:29][N:30]([C:16]3[CH:17]=[C:18]4[C:13]([C:12](=[O:21])[C:11]([C:22]([OH:24])=[O:23])=[CH:10][N:9]4[C:3]4[CH:4]=[CH:5][C:6]([F:8])=[CH:7][C:2]=4[F:1])=[CH:14][C:15]=3[F:20])[CH2:31]2)[CH2:33]1)=[O:37])([CH3:42])([CH3:41])[CH3:40]. (2) The product is: [Cl:20][C:21]1[CH:22]=[CH:23][C:24]2[N:33]=[C:32]([N:1]3[CH:5]=[N:4][CH:3]=[N:2]3)[CH2:31][N:30]3[C:26]([C:25]=2[CH:38]=1)=[N:27][C:28]([CH2:35][O:36][CH3:37])=[N:29]3. Given the reactants [NH:1]1[CH:5]=[N:4][CH:3]=[N:2]1.C(N(CC)C(C)C)(C)C.P(Cl)(Cl)(Cl)=O.[Cl:20][C:21]1[CH:22]=[CH:23][C:24]2[NH:33][C:32](=O)[CH2:31][N:30]3[C:26](=[N:27][C:28]([CH2:35][O:36][CH3:37])=[N:29]3)[C:25]=2[CH:38]=1, predict the reaction product. (3) The product is: [C:1]([CH:6]1[C:7]2([CH2:8][CH2:9][N:10]([C:13]3[CH:18]=[CH:17][C:16]([N:19]4[CH2:23][C@H:22]([CH2:24][NH:25][C:26](=[O:28])[CH3:27])[O:21][C:20]4=[O:29])=[CH:15][C:14]=3[F:30])[CH2:11][CH2:12]2)[CH2:32]1)([O:3][CH2:4][CH3:5])=[O:2]. Given the reactants [C:1]([CH:6]=[C:7]1[CH2:12][CH2:11][N:10]([C:13]2[CH:18]=[CH:17][C:16]([N:19]3[CH2:23][C@H:22]([CH2:24][NH:25][C:26](=[O:28])[CH3:27])[O:21][C:20]3=[O:29])=[CH:15][C:14]=2[F:30])[CH2:9][CH2:8]1)([O:3][CH2:4][CH3:5])=[O:2].[I-].[CH3:32][S+](C)(C)=O.CC(C)([O-])C.[K+], predict the reaction product. (4) Given the reactants C(N(CC)CC)C.Cl.[NH2:9][C:10]([CH3:17])([CH2:15][OH:16])[C:11]([O:13][CH3:14])=[O:12].Cl[C:19](Cl)([O:21]C(=O)OC(Cl)(Cl)Cl)Cl.CCCCCC, predict the reaction product. The product is: [CH3:17][C:10]1([C:11]([O:13][CH3:14])=[O:12])[CH2:15][O:16][C:19](=[O:21])[NH:9]1. (5) Given the reactants [F:1][C:2]1[CH:3]=[C:4]([CH2:9][C@H:10]([NH:14][C:15](=[O:21])OC(C)(C)C)[C@H:11]2[CH2:13][O:12]2)[CH:5]=[C:6]([F:8])[CH:7]=1.C[O:23][C:24]1[CH:33]=[C:32]2[C:27](CCC[CH:31]2[NH2:34])=CC=1.[CH2:35]([N:38]([CH2:52][CH2:53][CH3:54])[C:39]([C:41]1[CH:42]=[C:43]([CH:47]=[C:48]([CH2:50]C)[CH:49]=1)C(O)=O)=[O:40])[CH2:36][CH3:37], predict the reaction product. The product is: [F:8][C:6]1[CH:5]=[C:4]([CH:3]=[C:2]([F:1])[CH:7]=1)[CH2:9][C@H:10]([NH:14][C:15](=[O:21])[C:43]1[CH:47]=[C:48]([CH3:50])[CH:49]=[C:41]([C:39]([N:38]([CH2:35][CH2:36][CH3:37])[CH2:52][CH2:53][CH3:54])=[O:40])[CH:42]=1)[C@H:11]([OH:12])[CH2:13][NH:34][CH2:31][C:32]1[CH:33]=[CH:24][O:23][CH:27]=1. (6) Given the reactants B(Br)(Br)Br.[F:5][C:6]1[CH:22]=[CH:21][C:9]2[C:10]([C:13]3[CH:18]=[CH:17][C:16]([O:19]C)=[CH:15][CH:14]=3)=[N:11][O:12][C:8]=2[CH:7]=1.CO, predict the reaction product. The product is: [F:5][C:6]1[CH:22]=[CH:21][C:9]2[C:10]([C:13]3[CH:14]=[CH:15][C:16]([OH:19])=[CH:17][CH:18]=3)=[N:11][O:12][C:8]=2[CH:7]=1. (7) Given the reactants C1(N=C=NC2CCCCC2)CCCCC1.[OH:16][C:17]1[CH:27]=[CH:26][C:20]([CH:21]([OH:25])[C:22]([OH:24])=O)=[CH:19][C:18]=1[O:28][CH3:29].ON1C(=O)CCC1=O.[CH3:38][CH2:39][CH2:40][CH:41]([NH2:45])[CH2:42][CH2:43][CH3:44].C(=O)(O)[O-].[Na+].Cl, predict the reaction product. The product is: [CH3:38][CH2:39][CH2:40][CH:41]([NH:45][C:22](=[O:24])[CH:21]([OH:25])[C:20]1[CH:26]=[CH:27][C:17]([OH:16])=[C:18]([O:28][CH3:29])[CH:19]=1)[CH2:42][CH2:43][CH3:44].